Regression. Given two drug SMILES strings and cell line genomic features, predict the synergy score measuring deviation from expected non-interaction effect. From a dataset of NCI-60 drug combinations with 297,098 pairs across 59 cell lines. (1) Drug 1: COC1=C(C=C2C(=C1)N=CN=C2NC3=CC(=C(C=C3)F)Cl)OCCCN4CCOCC4. Drug 2: C1=NNC2=C1C(=O)NC=N2. Cell line: SK-MEL-28. Synergy scores: CSS=13.4, Synergy_ZIP=-3.86, Synergy_Bliss=5.52, Synergy_Loewe=-9.65, Synergy_HSA=1.65. (2) Drug 1: C1=CC(=C2C(=C1NCCNCCO)C(=O)C3=C(C=CC(=C3C2=O)O)O)NCCNCCO. Drug 2: CC1C(C(=O)NC(C(=O)N2CCCC2C(=O)N(CC(=O)N(C(C(=O)O1)C(C)C)C)C)C(C)C)NC(=O)C3=C4C(=C(C=C3)C)OC5=C(C(=O)C(=C(C5=N4)C(=O)NC6C(OC(=O)C(N(C(=O)CN(C(=O)C7CCCN7C(=O)C(NC6=O)C(C)C)C)C)C(C)C)C)N)C. Cell line: K-562. Synergy scores: CSS=55.9, Synergy_ZIP=8.80, Synergy_Bliss=7.32, Synergy_Loewe=9.25, Synergy_HSA=9.46. (3) Drug 1: CC(C)NC(=O)C1=CC=C(C=C1)CNNC.Cl. Drug 2: CC12CCC3C(C1CCC2OP(=O)(O)O)CCC4=C3C=CC(=C4)OC(=O)N(CCCl)CCCl.[Na+]. Cell line: SW-620. Synergy scores: CSS=1.56, Synergy_ZIP=0.368, Synergy_Bliss=2.63, Synergy_Loewe=2.33, Synergy_HSA=0.691. (4) Drug 1: C#CCC(CC1=CN=C2C(=N1)C(=NC(=N2)N)N)C3=CC=C(C=C3)C(=O)NC(CCC(=O)O)C(=O)O. Drug 2: C1CNP(=O)(OC1)N(CCCl)CCCl. Cell line: NCI-H226. Synergy scores: CSS=-4.56, Synergy_ZIP=3.54, Synergy_Bliss=2.75, Synergy_Loewe=-2.85, Synergy_HSA=-2.81.